From a dataset of Full USPTO retrosynthesis dataset with 1.9M reactions from patents (1976-2016). Predict the reactants needed to synthesize the given product. (1) Given the product [Br:1][C:2]1[CH:7]=[CH:6][C:5]([C:8]([CH3:9])([CH3:14])[C:21]#[N:18])=[CH:4][CH:3]=1, predict the reactants needed to synthesize it. The reactants are: [Br:1][C:2]1[CH:7]=[CH:6][C:5]([CH2:8][C:9]#N)=[CH:4][CH:3]=1.[H-].[Na+].I[CH3:14].[Cl-].[NH4+].C[N:18]([CH3:21])C=O. (2) Given the product [OH:1][CH:2]([C:6]1[CH:11]=[CH:10][CH:9]=[C:8]([C:12]2[CH:13]=[C:14]3[C:20]([C:21]4[CH:26]=[CH:25][CH:24]=[CH:23][C:22]=4[O:27][CH3:28])=[CH:19][NH:18][C:15]3=[N:16][CH:17]=2)[N:7]=1)[C:3]([N:40]([CH3:41])[CH3:39])=[O:5], predict the reactants needed to synthesize it. The reactants are: [OH:1][CH:2]([C:6]1[CH:11]=[CH:10][CH:9]=[C:8]([C:12]2[CH:13]=[C:14]3[C:20]([C:21]4[CH:26]=[CH:25][CH:24]=[CH:23][C:22]=4[O:27][CH3:28])=[CH:19][N:18](S(C4C=CC(C)=CC=4)(=O)=O)[C:15]3=[N:16][CH:17]=2)[N:7]=1)[C:3]([OH:5])=O.[CH3:39][NH:40][CH3:41].C(N(C(C)C)CC)(C)C.[OH-].[Na+]. (3) Given the product [CH3:1][S:2]([C:3]1[CH:4]=[CH:5][C:6]([C@H:9]2[O:13][C:12]([C:14]3[CH:19]=[CH:18][CH:17]=[CH:16][CH:15]=3)=[N:11][C@@H:10]2[CH2:20][OH:21])=[CH:7][CH:8]=1)=[O:30], predict the reactants needed to synthesize it. The reactants are: [CH3:1][S:2][C:3]1[CH:8]=[CH:7][C:6]([C@H:9]2[O:13][C:12]([C:14]3[CH:19]=[CH:18][CH:17]=[CH:16][CH:15]=3)=[N:11][C@@H:10]2[CH2:20][OH:21])=[CH:5][CH:4]=1.ClC1C=CC=C(C(OO)=[O:30])C=1. (4) The reactants are: [ClH:1].[NH2:2][C:3]([CH3:17])([C:13]([F:16])([F:15])[F:14])[CH2:4][NH:5]C(=O)OC(C)(C)C. Given the product [ClH:1].[ClH:1].[F:14][C:13]([F:16])([F:15])[C:3]([CH3:17])([NH2:2])[CH2:4][NH2:5], predict the reactants needed to synthesize it. (5) Given the product [CH2:1]([O:3][C:4]([C:6]1[C:15](=[O:16])[N:14]2[C:9]([C:10]([CH3:18])=[C:11]([C:26]3[CH:27]=[CH:28][C:23]([OH:22])=[CH:24][C:25]=3[CH3:33])[CH:12]=[CH:13]2)=[C:8]([CH:19]2[CH2:21][CH2:20]2)[CH:7]=1)=[O:5])[CH3:2], predict the reactants needed to synthesize it. The reactants are: [CH2:1]([O:3][C:4]([C:6]1[C:15](=[O:16])[N:14]2[C:9]([C:10]([CH3:18])=[C:11](Cl)[CH:12]=[CH:13]2)=[C:8]([CH:19]2[CH2:21][CH2:20]2)[CH:7]=1)=[O:5])[CH3:2].[OH:22][C:23]1[CH:28]=[CH:27][C:26](B(O)OC)=[CH:25][CH:24]=1.[C:33]([O-])([O-])=O.[Na+].[Na+].